Dataset: Forward reaction prediction with 1.9M reactions from USPTO patents (1976-2016). Task: Predict the product of the given reaction. Given the reactants [Cl:1][C:2]1[CH:3]=[C:4]([CH:28]=[CH:29][C:30]=1[Cl:31])[O:5][CH:6]1[CH2:11][CH2:10][N:9]([CH2:12][CH:13]([OH:27])[CH2:14][CH2:15][N:16]2C(=O)C3C(=CC=CC=3)C2=O)[CH2:8][CH2:7]1, predict the reaction product. The product is: [NH2:16][CH2:15][CH2:14][CH:13]([OH:27])[CH2:12][N:9]1[CH2:8][CH2:7][CH:6]([O:5][C:4]2[CH:28]=[CH:29][C:30]([Cl:31])=[C:2]([Cl:1])[CH:3]=2)[CH2:11][CH2:10]1.